From a dataset of Catalyst prediction with 721,799 reactions and 888 catalyst types from USPTO. Predict which catalyst facilitates the given reaction. (1) Reactant: C1COCC1.[CH3:6][N:7]1[CH:12]=[C:11]([O:13][CH2:14][O:15][CH3:16])[C:10]([C@@H:17]2[CH2:22][CH2:21][N:20]([C:23]([O:25][C:26]([CH3:29])([CH3:28])[CH3:27])=[O:24])[CH2:19][C@H:18]2[C:30]([O:32]CC)=[O:31])=[CH:9][C:8]1=[O:35].[OH-].[Li+]. Product: [CH3:29][C:26]([O:25][C:23]([N:20]1[CH2:21][CH2:22][C@@H:17]([C:10]2[C:11]([O:13][CH2:14][O:15][CH3:16])=[CH:12][N:7]([CH3:6])[C:8](=[O:35])[CH:9]=2)[C@H:18]([C:30]([OH:32])=[O:31])[CH2:19]1)=[O:24])([CH3:27])[CH3:28]. The catalyst class is: 5. (2) The catalyst class is: 61. Reactant: C1C=C(Cl)C=C(C(OO)=[O:9])C=1.[Cl:12][C:13]1[CH:22]=[CH:21][CH:20]=[C:19]2[C:14]=1[CH:15]=[CH:16][N:17]=[CH:18]2. Product: [Cl:12][C:13]1[CH:22]=[CH:21][CH:20]=[C:19]2[C:14]=1[CH:15]=[CH:16][N+:17]([O-:9])=[CH:18]2. (3) Reactant: [CH2:1]([O:8][C:9]([N:11]1[CH2:15][CH2:14][CH:13]([O:16][CH3:17])[CH:12]1[C:18](O)=[O:19])=[O:10])[C:2]1[CH:7]=[CH:6][CH:5]=[CH:4][CH:3]=1.CSC. Product: [CH2:1]([O:8][C:9]([N:11]1[CH2:15][CH2:14][CH:13]([O:16][CH3:17])[CH:12]1[CH2:18][OH:19])=[O:10])[C:2]1[CH:7]=[CH:6][CH:5]=[CH:4][CH:3]=1. The catalyst class is: 1. (4) Reactant: [CH:1](=O)[C:2]1[CH:9]=[CH:8][C:5]([CH:6]=O)=[CH:4][CH:3]=1.[CH2:11]([SH:15])[CH2:12][CH2:13][SH:14]. Product: [C:5]1([CH:6]2[S:15][CH2:11][CH2:12][CH2:13][S:14]2)[CH:8]=[CH:9][C:2]([CH:1]2[S:15][CH2:11][CH2:12][CH2:13][S:14]2)=[CH:3][CH:4]=1. The catalyst class is: 4. (5) Reactant: [CH2:1]([CH:4]1[CH2:8][CH2:7][CH2:6][CH2:5]1)[C:2]#[CH:3].[Li]CCCC.C1(O[C:21]#[N:22])C=CC=CC=1. Product: [CH:4]1([CH2:1][C:2]#[C:3][C:21]#[N:22])[CH2:8][CH2:7][CH2:6][CH2:5]1. The catalyst class is: 28. (6) Reactant: [CH2:1]([N:3]([CH2:24][CH3:25])[C:4](=[O:23])[C:5]1[CH:10]=[CH:9][C:8]([NH:11][CH2:12][CH2:13][C:14]2[CH:19]=[CH:18][CH:17]=[CH:16][CH:15]=2)=[C:7]([N+:20]([O-])=O)[CH:6]=1)[CH3:2]. Product: [NH2:20][C:7]1[CH:6]=[C:5]([CH:10]=[CH:9][C:8]=1[NH:11][CH2:12][CH2:13][C:14]1[CH:15]=[CH:16][CH:17]=[CH:18][CH:19]=1)[C:4]([N:3]([CH2:1][CH3:2])[CH2:24][CH3:25])=[O:23]. The catalyst class is: 99. (7) The catalyst class is: 2. Product: [N:11]1([C:20]2[N:28]=[C:27]3[C:23]([N:24]([C:37]([O:39][C:40]([CH3:43])([CH3:42])[CH3:41])=[O:38])[C:25](=[O:36])[N:26]3[CH:29]3[CH2:30][CH2:31][C:32](=[O:35])[CH2:33][CH2:34]3)=[CH:22][N:21]=2)[C:15]2[CH:16]=[CH:17][CH:18]=[CH:19][C:14]=2[N:13]=[CH:12]1. Reactant: C(Cl)(=O)C(Cl)=O.CS(C)=O.[N:11]1([C:20]2[N:28]=[C:27]3[C:23]([N:24]([C:37]([O:39][C:40]([CH3:43])([CH3:42])[CH3:41])=[O:38])[C:25](=[O:36])[N:26]3[C@H:29]3[CH2:34][CH2:33][C@H:32]([OH:35])[CH2:31][CH2:30]3)=[CH:22][N:21]=2)[C:15]2[CH:16]=[CH:17][CH:18]=[CH:19][C:14]=2[N:13]=[CH:12]1.C(N(CC)CC)C.